From a dataset of Reaction yield outcomes from USPTO patents with 853,638 reactions. Predict the reaction yield, written as a fraction of the theoretical maximum amount of product (1.0 means a 100% yield; for example, 0.34 means a 34% yield). (1) The reactants are Cl[C:2]1[CH:7]=[C:6]([O:8][CH:9]([C:14]2[CH:19]=[CH:18][C:17]([F:20])=[C:16]([F:21])[CH:15]=2)[C:10]([F:13])([F:12])[F:11])[N:5]=[CH:4]N=1.B([C:25]1[CH:36]=[CH:35][C:28]([CH2:29][C@@H:30]([C:32]([OH:34])=[O:33])[NH2:31])=[CH:27][CH:26]=1)(O)O.[C:37](#N)C.C(=O)([O-])[O-].[Na+].[Na+]. The catalyst is Cl[Pd](Cl)([P](C1C=CC=CC=1)(C1C=CC=CC=1)C1C=CC=CC=1)[P](C1C=CC=CC=1)(C1C=CC=CC=1)C1C=CC=CC=1.O. The product is [NH2:31][CH:30]([CH2:29][C:28]1[CH:35]=[CH:36][C:25]([C:2]2[CH:7]=[C:6]([O:8][CH:9]([C:14]3[CH:19]=[CH:18][C:17]([F:20])=[C:16]([F:21])[CH:15]=3)[C:10]([F:13])([F:12])[F:11])[N:5]=[CH:4][CH:37]=2)=[CH:26][CH:27]=1)[C:32]([OH:34])=[O:33]. The yield is 0.210. (2) The reactants are [C:1]([O:5][C:6]([N:8]1[CH2:13][CH2:12][CH:11]([C:14]2[CH:19]=[CH:18][C:17]([C:20]([O:22]C)=[O:21])=[CH:16][C:15]=2[S:24]([CH3:27])(=[O:26])=[O:25])[CH2:10][CH2:9]1)=[O:7])([CH3:4])([CH3:3])[CH3:2].O.[OH-].[Li+]. No catalyst specified. The product is [C:1]([O:5][C:6]([N:8]1[CH2:9][CH2:10][CH:11]([C:14]2[CH:19]=[CH:18][C:17]([C:20]([OH:22])=[O:21])=[CH:16][C:15]=2[S:24]([CH3:27])(=[O:26])=[O:25])[CH2:12][CH2:13]1)=[O:7])([CH3:4])([CH3:3])[CH3:2]. The yield is 0.990. (3) The reactants are Cl.Cl.[NH2:3][CH2:4][CH2:5][CH2:6][C:7]1([C:25]2[CH:30]=[CH:29][CH:28]=[CH:27][CH:26]=2)[N:11]([C:12](=[O:16])[CH:13]([CH3:15])[CH3:14])[N:10]=[C:9]([C:17]2[CH:22]=[C:21]([F:23])[CH:20]=[CH:19][C:18]=2[F:24])[O:8]1.CCN(C(C)C)C(C)C.[C:40](Cl)(=[O:44])[CH:41]([CH3:43])[CH3:42].Cl. The catalyst is C(Cl)Cl. The product is [F:24][C:18]1[CH:19]=[CH:20][C:21]([F:23])=[CH:22][C:17]=1[C:9]1[O:8][C:7]([CH2:6][CH2:5][CH2:4][NH:3][C:40](=[O:44])[CH:41]([CH3:43])[CH3:42])([C:25]2[CH:30]=[CH:29][CH:28]=[CH:27][CH:26]=2)[N:11]([C:12](=[O:16])[CH:13]([CH3:15])[CH3:14])[N:10]=1. The yield is 0.620. (4) The reactants are [Br:1][C:2]1[CH:9]=[CH:8][C:5]([CH:6]=[O:7])=[C:4](F)[CH:3]=1.[CH3:11][O-:12].[Na+]. The catalyst is CO. The product is [Br:1][C:2]1[CH:9]=[CH:8][C:5]([CH:6]=[O:7])=[C:4]([O:12][CH3:11])[CH:3]=1. The yield is 0.620.